From a dataset of Full USPTO retrosynthesis dataset with 1.9M reactions from patents (1976-2016). Predict the reactants needed to synthesize the given product. (1) Given the product [NH:20]1[CH2:19][CH2:18][CH:17]([CH2:16][CH2:15][C:13]2[N:14]=[C:9]([NH2:8])[CH:10]=[CH:11][CH:12]=2)[CH2:22][CH2:21]1, predict the reactants needed to synthesize it. The reactants are: C(OC([NH:8][C:9]1[N:14]=[C:13]([CH2:15][CH2:16][CH:17]2[CH2:22][CH2:21][N:20](C(OC(C)(C)C)=O)[CH2:19][CH2:18]2)[CH:12]=[CH:11][CH:10]=1)=O)(C)(C)C. (2) Given the product [Cl:1][C:2]1[N:3]=[C:4]([NH:21][C@@H:22]2[CH2:27][N:26]([CH3:28])[C:25](=[O:29])[CH2:24][CH2:23]2)[C:5]2[S:10][CH2:9][CH2:8][C:6]=2[N:7]=1, predict the reactants needed to synthesize it. The reactants are: [Cl:1][C:2]1[N:3]=[C:4](Cl)[C:5]2[S:10][CH2:9][CH2:8][C:6]=2[N:7]=1.C(N(C(C)C)CC)(C)C.[NH2:21][C@@H:22]1[CH2:27][N:26]([CH3:28])[C:25](=[O:29])[CH2:24][CH2:23]1. (3) Given the product [CH3:1][O:2][CH2:3][C:4]1[N:9]=[CH:8][C:7]([O:10][C:11]2[CH:12]=[C:13]3[C:17](=[C:18]([O:20][CH:21]([CH3:23])[CH3:22])[CH:19]=2)[NH:16][C:15]([C:24]([OH:26])=[O:25])=[CH:14]3)=[CH:6][CH:5]=1, predict the reactants needed to synthesize it. The reactants are: [CH3:1][O:2][CH2:3][C:4]1[N:9]=[CH:8][C:7]([O:10][C:11]2[CH:12]=[C:13]3[C:17](=[C:18]([O:20][CH:21]([CH3:23])[CH3:22])[CH:19]=2)[NH:16][C:15]([C:24]([O:26]CC)=[O:25])=[CH:14]3)=[CH:6][CH:5]=1.[OH-].[Na+].O1CCCC1.Cl.